Dataset: Forward reaction prediction with 1.9M reactions from USPTO patents (1976-2016). Task: Predict the product of the given reaction. (1) Given the reactants Cl[C:2]1[C:3]2[CH:10]=[C:9]([CH2:11][CH2:12][NH:13][C:14](=[O:20])[O:15][C:16]([CH3:19])([CH3:18])[CH3:17])[S:8][C:4]=2[N:5]=[CH:6][N:7]=1.[H-].[Na+].[CH3:23][N:24]([CH3:32])[CH:25]1[CH2:30][CH2:29][CH:28]([OH:31])[CH2:27][CH2:26]1, predict the reaction product. The product is: [CH3:23][N:24]([CH3:32])[CH:25]1[CH2:30][CH2:29][CH:28]([O:31][C:2]2[C:3]3[CH:10]=[C:9]([CH2:11][CH2:12][NH:13][C:14](=[O:20])[O:15][C:16]([CH3:19])([CH3:18])[CH3:17])[S:8][C:4]=3[N:5]=[CH:6][N:7]=2)[CH2:27][CH2:26]1. (2) Given the reactants C[O:2][C:3](=[O:21])[CH:4]([N:9]1[C:17]2[C:12](=[CH:13][C:14]([CH3:18])=[CH:15][CH:16]=2)[C:11](=[O:19])[C:10]1=[O:20])[CH2:5][CH:6]([CH3:8])[CH3:7].O.[OH-].[Li+], predict the reaction product. The product is: [CH3:7][CH:6]([CH3:8])[CH2:5][CH:4]([N:9]1[C:17]2[C:12](=[CH:13][C:14]([CH3:18])=[CH:15][CH:16]=2)[C:11](=[O:19])[C:10]1=[O:20])[C:3]([OH:21])=[O:2]. (3) Given the reactants [C:1]([O:9][CH2:10][CH3:11])(=[O:8])[CH2:2][C:3]([O:5][CH2:6][CH3:7])=[O:4].[O-]CC.[Na+].Br[CH2:17][CH2:18][O:19][Si:20]([C:23]([CH3:26])([CH3:25])[CH3:24])([CH3:22])[CH3:21], predict the reaction product. The product is: [CH3:21][Si:20]([CH3:22])([O:19][CH2:18][CH2:17][CH:2]([C:3]([O:5][CH2:6][CH3:7])=[O:4])[C:1]([O:9][CH2:10][CH3:11])=[O:8])[C:23]([CH3:26])([CH3:25])[CH3:24]. (4) Given the reactants [CH:1]1([CH2:6][C@H:7]([CH2:35][N:36]([CH:45]=[O:46])[O:37]CC2C=CC=CC=2)[C:8]([N:10]2[C@H:14]([C:15]([NH:17][C:18]3[CH:23]=[CH:22][CH:21]=[CH:20][N+:19]=3[O-:24])=[O:16])[CH2:13][CH2:12][N:11]2C(OCC2C=CC=CC=2)=O)=[O:9])[CH2:5][CH2:4][CH2:3][CH2:2]1, predict the reaction product. The product is: [CH:1]1([CH2:6][C@H:7]([CH2:35][N:36]([CH:45]=[O:46])[OH:37])[C:8]([N:10]2[C@H:14]([C:15]([NH:17][C:18]3[CH:23]=[CH:22][CH:21]=[CH:20][N+:19]=3[O-:24])=[O:16])[CH2:13][CH2:12][NH:11]2)=[O:9])[CH2:2][CH2:3][CH2:4][CH2:5]1. (5) Given the reactants [Cl:1][C:2]1[CH:29]=[CH:28][C:5]([C:6]([N:8]2[CH2:14][C:13]3[CH:15]=[CH:16][CH:17]=[CH:18][C:12]=3[N:11]([CH2:19][C:20]([O:22]C(C)(C)C)=[O:21])[C:10](=[O:27])[CH2:9]2)=[O:7])=[CH:4][CH:3]=1.[F:30][C:31]([F:36])([F:35])[C:32]([OH:34])=[O:33], predict the reaction product. The product is: [F:30][C:31]([F:36])([F:35])[C:32]([OH:34])=[O:33].[Cl:1][C:2]1[CH:3]=[CH:4][C:5]([C:6]([N:8]2[CH2:14][C:13]3[CH:15]=[CH:16][CH:17]=[CH:18][C:12]=3[N:11]([CH2:19][C:20]([OH:22])=[O:21])[C:10](=[O:27])[CH2:9]2)=[O:7])=[CH:28][CH:29]=1. (6) Given the reactants [CH:1]1([CH2:7][C:8]([OH:32])([CH3:31])[CH2:9]/[CH:10]=[CH:11]/[C@H:12]2[CH2:16][CH2:15][C@H:14]([OH:17])[C@@H:13]2[CH2:18][CH2:19][S:20][C:21]2[S:22][CH:23]=[C:24]([C:26]([O:28][CH2:29][CH3:30])=[O:27])[N:25]=2)[CH2:6][CH2:5][CH2:4][CH2:3][CH2:2]1.C(OCC)(=O)C.C(N(C(C)C)CC)(C)C.O, predict the reaction product. The product is: [CH:1]1([CH2:7][C:8]([OH:32])([CH3:31])[CH2:9]/[CH:10]=[CH:11]/[C@H:12]2[CH2:16][CH2:15][C:14](=[O:17])[C@@H:13]2[CH2:18][CH2:19][S:20][C:21]2[S:22][CH:23]=[C:24]([C:26]([O:28][CH2:29][CH3:30])=[O:27])[N:25]=2)[CH2:2][CH2:3][CH2:4][CH2:5][CH2:6]1. (7) Given the reactants [Cl:1][C:2]1[C:3]([C:9]2[CH:14]=[CH:13][CH:12]=[C:11]([NH:15][CH2:16][CH:17]3[CH2:22][C@H:21]([CH3:23])[O:20][C@H:19]([CH3:24])[CH2:18]3)[N:10]=2)=[CH:4][C:5](F)=[N:6][CH:7]=1.[OH-].[NH4+:26], predict the reaction product. The product is: [Cl:1][C:2]1[C:3]([C:9]2[CH:14]=[CH:13][CH:12]=[C:11]([NH:15][CH2:16][CH:17]3[CH2:22][C@H:21]([CH3:23])[O:20][C@H:19]([CH3:24])[CH2:18]3)[N:10]=2)=[CH:4][C:5]([NH2:26])=[N:6][CH:7]=1. (8) Given the reactants [Br:1][C:2]1[CH:3]=[CH:4][C:5]([C:10](=N)[O:11][CH3:12])=[N:6][C:7]=1[O:8][CH3:9].C[OH:15], predict the reaction product. The product is: [Br:1][C:2]1[CH:3]=[CH:4][C:5]([C:10]([O:11][CH3:12])=[O:15])=[N:6][C:7]=1[O:8][CH3:9]. (9) Given the reactants [Br:1][C:2]1[C:7]2[CH:8]=[CH:9][O:10][C:6]=2[CH:5]=[CH:4][C:3]=1[OH:11].C([O-])([O-])=O.[K+].[K+].[CH:18]1[CH:23]=[CH:22][C:21]([CH2:24]Br)=[CH:20][CH:19]=1, predict the reaction product. The product is: [CH2:24]([O:11][C:3]1[CH:4]=[CH:5][C:6]2[O:10][CH:9]=[CH:8][C:7]=2[C:2]=1[Br:1])[C:21]1[CH:22]=[CH:23][CH:18]=[CH:19][CH:20]=1. (10) Given the reactants [CH2:1]([N:4]1[CH2:9][CH:8]([C:10]2[CH:15]=[CH:14][C:13]([Cl:16])=[C:12]([Cl:17])[CH:11]=2)[C:7]2[CH:18]=[C:19](Br)[S:20][C:6]=2[C:5]1=[O:22])[CH:2]=[CH2:3].[NH:23]1[CH2:28][CH2:27][O:26][CH2:25][CH2:24]1.C(=O)([O-])[O-].[Cs+].[Cs+].C1(P(C2C=CC=CC=2)C2C3OC4C(=CC=CC=4P(C4C=CC=CC=4)C4C=CC=CC=4)C(C)(C)C=3C=CC=2)C=CC=CC=1, predict the reaction product. The product is: [CH2:1]([N:4]1[CH2:9][CH:8]([C:10]2[CH:15]=[CH:14][C:13]([Cl:16])=[C:12]([Cl:17])[CH:11]=2)[C:7]2[CH:18]=[C:19]([N:23]3[CH2:28][CH2:27][O:26][CH2:25][CH2:24]3)[S:20][C:6]=2[C:5]1=[O:22])[CH:2]=[CH2:3].